From a dataset of Catalyst prediction with 721,799 reactions and 888 catalyst types from USPTO. Predict which catalyst facilitates the given reaction. Reactant: [CH3:1][N:2]1[C:8]2[CH:9]=[CH:10][C:11]([C:13]3[CH:18]=[CH:17][CH:16]=[CH:15][CH:14]=3)=[CH:12][C:7]=2[C:6]([C:19]2[CH:24]=[CH:23][CH:22]=[C:21]([N+:25]([O-])=O)[CH:20]=2)=[N:5][CH2:4][C:3]1=[O:28]. The catalyst class is: 687. Product: [NH2:25][C:21]1[CH:20]=[C:19]([C:6]2[C:7]3[CH:12]=[C:11]([C:13]4[CH:14]=[CH:15][CH:16]=[CH:17][CH:18]=4)[CH:10]=[CH:9][C:8]=3[N:2]([CH3:1])[C:3](=[O:28])[CH2:4][N:5]=2)[CH:24]=[CH:23][CH:22]=1.